From a dataset of Peptide-MHC class I binding affinity with 185,985 pairs from IEDB/IMGT. Regression. Given a peptide amino acid sequence and an MHC pseudo amino acid sequence, predict their binding affinity value. This is MHC class I binding data. The peptide sequence is IQAGVDRFY. The MHC is HLA-B40:01 with pseudo-sequence HLA-B40:01. The binding affinity (normalized) is 0.0847.